From a dataset of NCI-60 drug combinations with 297,098 pairs across 59 cell lines. Regression. Given two drug SMILES strings and cell line genomic features, predict the synergy score measuring deviation from expected non-interaction effect. (1) Drug 1: CN1C2=C(C=C(C=C2)N(CCCl)CCCl)N=C1CCCC(=O)O.Cl. Drug 2: N.N.Cl[Pt+2]Cl. Cell line: A498. Synergy scores: CSS=32.7, Synergy_ZIP=-6.54, Synergy_Bliss=3.48, Synergy_Loewe=-28.9, Synergy_HSA=1.13. (2) Drug 1: C1CCC(C1)C(CC#N)N2C=C(C=N2)C3=C4C=CNC4=NC=N3. Drug 2: CCN(CC)CCNC(=O)C1=C(NC(=C1C)C=C2C3=C(C=CC(=C3)F)NC2=O)C. Cell line: RPMI-8226. Synergy scores: CSS=-4.92, Synergy_ZIP=4.16, Synergy_Bliss=1.72, Synergy_Loewe=-6.85, Synergy_HSA=-4.98.